Dataset: Peptide-MHC class II binding affinity with 134,281 pairs from IEDB. Task: Regression. Given a peptide amino acid sequence and an MHC pseudo amino acid sequence, predict their binding affinity value. This is MHC class II binding data. (1) The binding affinity (normalized) is 0.566. The peptide sequence is YDKQLANVSTVLTGK. The MHC is DRB1_0405 with pseudo-sequence DRB1_0405. (2) The peptide sequence is WGNGCGLFGKGSIVA. The MHC is DRB4_0101 with pseudo-sequence DRB4_0103. The binding affinity (normalized) is 0.373.